From a dataset of Reaction yield outcomes from USPTO patents with 853,638 reactions. Predict the reaction yield, written as a fraction of the theoretical maximum amount of product (1.0 means a 100% yield; for example, 0.34 means a 34% yield). The reactants are C(NC(C)C)(C)C.C([Li])CCC.[CH3:13][C@@H:14]1[C@H:18]([C:19]2[CH:24]=[CH:23][CH:22]=[CH:21][CH:20]=2)[O:17][C:16](=[O:25])[N:15]1[C:26](=[O:35])[CH2:27][CH2:28][C@H:29]([CH3:34])[CH2:30][CH2:31][CH2:32][CH3:33].Br[CH2:37][C:38]([O:40][C:41]([CH3:44])([CH3:43])[CH3:42])=[O:39]. The catalyst is C1COCC1. The yield is 0.610. The product is [C:41]([O:40][C:38](=[O:39])[CH2:37][C@@H:27]([C:26]([N:15]1[C@H:14]([CH3:13])[C@H:18]([C:19]2[CH:24]=[CH:23][CH:22]=[CH:21][CH:20]=2)[O:17][C:16]1=[O:25])=[O:35])[CH2:28][C@H:29]([CH3:34])[CH2:30][CH2:31][CH2:32][CH3:33])([CH3:44])([CH3:43])[CH3:42].